Predict the reaction yield, written as a fraction of the theoretical maximum amount of product (1.0 means a 100% yield; for example, 0.34 means a 34% yield). From a dataset of Reaction yield outcomes from USPTO patents with 853,638 reactions. (1) The reactants are Br[C:2]1[CH:3]=[C:4]([C:8]2[N:9]([C:13]3[C:18]([CH:19]([CH3:21])[CH3:20])=[CH:17][CH:16]=[CH:15][C:14]=3[CH:22]([CH3:24])[CH3:23])[CH:10]=[CH:11][N:12]=2)[CH:5]=[CH:6][CH:7]=1.[CH:25]1[C:37]2[NH:36][C:35]3[C:30](=[CH:31][CH:32]=[CH:33][CH:34]=3)[C:29]=2[CH:28]=[CH:27][C:26]=1[C:38]#[N:39].C1(P(C2CCCCC2)C2C=CC=CC=2C2C(OC)=CC=CC=2OC)CCCCC1.[O-]P([O-])([O-])=O.[K+].[K+].[K+]. No catalyst specified. The product is [CH:22]([C:14]1[CH:15]=[CH:16][CH:17]=[C:18]([CH:19]([CH3:21])[CH3:20])[C:13]=1[N:9]1[CH:10]=[CH:11][N:12]=[C:8]1[C:4]1[CH:3]=[C:2]([N:36]2[C:37]3[CH:25]=[C:26]([C:38]#[N:39])[CH:27]=[CH:28][C:29]=3[C:30]3[C:35]2=[CH:34][CH:33]=[CH:32][CH:31]=3)[CH:7]=[CH:6][CH:5]=1)([CH3:24])[CH3:23]. The yield is 0.934. (2) The reactants are [F:1][C:2]1[CH:9]=[C:8]([F:10])[C:7]([F:11])=[CH:6][C:3]=1C#N.C([CH:14]([C:18]([O-:20])=O)[C:15]([O-:17])=[O:16])C.[K+].[K+].Cl.Cl[CH2:25][CH2:26]Cl. The catalyst is [Cl-].[Zn+2].[Cl-]. The product is [F:1][C:2]1[CH:9]=[C:8]([F:10])[C:7]([F:11])=[CH:6][C:3]=1[C:18]([CH2:14][C:15]([O:17][CH2:25][CH3:26])=[O:16])=[O:20]. The yield is 0.800. (3) The reactants are [CH2:1]([O:3][C:4](=[O:14])[CH2:5][CH2:6][C:7]1[CH:12]=[CH:11][CH:10]=[C:9](Br)[CH:8]=1)[CH3:2].C([Sn](CCCC)(CCCC)[C:20]1[O:21][CH:22]=[CH:23][CH:24]=1)CCC. The catalyst is O1CCOCC1. The product is [CH2:1]([O:3][C:4](=[O:14])[CH2:5][CH2:6][C:7]1[CH:12]=[CH:11][CH:10]=[C:9]([C:20]2[O:21][CH:22]=[CH:23][CH:24]=2)[CH:8]=1)[CH3:2]. The yield is 0.900. (4) The reactants are Cl.[N:2]1[CH:7]=[C:6]([NH2:8])[CH:5]=[C:4]([NH2:9])[CH:3]=1.[N+]([C:13]1[CH:14]=C(S([O-])(=O)=O)C=C[CH:18]=1)([O-])=O.[Na+].O.OS(O)(=O)=O. The catalyst is C(O)C(O)CO. The product is [N:2]1[C:7]2[C:6](=[N:8][CH:18]=[CH:13][CH:14]=2)[CH:5]=[C:4]([NH2:9])[CH:3]=1. The yield is 0.290. (5) The reactants are [NH2:1][C:2]1[N:7]=[CH:6][N:5]=[C:4]2[N:8]([CH:12]([C:14]3[C:19]([C:20]4[CH:25]=[CH:24][CH:23]=[CH:22][CH:21]=4)=[N:18][N:17]([CH2:26][C:27]4[CH:32]=[CH:31][CH:30]=[CH:29][CH:28]=4)[C:16](=[O:33])[CH:15]=3)[CH3:13])[N:9]=[C:10](I)[C:3]=12.[F:34][C:35]1[CH:36]=[C:37](B(O)O)[CH:38]=[C:39]([OH:41])[CH:40]=1. The catalyst is COCCOC.C(O)C.C(=O)([O-])[O-].[Na+].[Na+].C1C=CC([P]([Pd]([P](C2C=CC=CC=2)(C2C=CC=CC=2)C2C=CC=CC=2)([P](C2C=CC=CC=2)(C2C=CC=CC=2)C2C=CC=CC=2)[P](C2C=CC=CC=2)(C2C=CC=CC=2)C2C=CC=CC=2)(C2C=CC=CC=2)C2C=CC=CC=2)=CC=1. The product is [NH2:1][C:2]1[N:7]=[CH:6][N:5]=[C:4]2[N:8]([CH:12]([C:14]3[C:19]([C:20]4[CH:25]=[CH:24][CH:23]=[CH:22][CH:21]=4)=[N:18][N:17]([CH2:26][C:27]4[CH:32]=[CH:31][CH:30]=[CH:29][CH:28]=4)[C:16](=[O:33])[CH:15]=3)[CH3:13])[N:9]=[C:10]([C:37]3[CH:38]=[C:39]([OH:41])[CH:40]=[C:35]([F:34])[CH:36]=3)[C:3]=12. The yield is 0.350. (6) The reactants are [Br:1][C:2]1[CH:6]=[N:5][N:4]([CH3:7])[C:3]=1[C:8]1[CH:9]=[C:10]([NH2:16])[CH:11]=[CH:12][C:13]=1[O:14][CH3:15].[F:17][C:18]1[CH:19]=[C:20]([N:25]=[C:26]=[O:27])[CH:21]=[CH:22][C:23]=1[F:24]. The catalyst is C(Cl)Cl. The product is [Br:1][C:2]1[CH:6]=[N:5][N:4]([CH3:7])[C:3]=1[C:8]1[CH:9]=[C:10]([NH:16][C:26]([NH:25][C:20]2[CH:21]=[CH:22][C:23]([F:24])=[C:18]([F:17])[CH:19]=2)=[O:27])[CH:11]=[CH:12][C:13]=1[O:14][CH3:15]. The yield is 0.380.